Dataset: Forward reaction prediction with 1.9M reactions from USPTO patents (1976-2016). Task: Predict the product of the given reaction. (1) The product is: [CH3:17][O:16][C:14]([N:1]1[CH2:5][CH:4]=[CH:3][CH2:2]1)=[O:15]. Given the reactants [NH:1]1[CH2:5][CH:4]=[CH:3][CH2:2]1.C(N(CC)CC)C.Cl[C:14]([O:16][CH3:17])=[O:15], predict the reaction product. (2) Given the reactants Br[C:2]1[CH:3]=[C:4]([N:8]2[CH2:17][C@H:16]3[N:12]([CH2:13][CH2:14][CH2:15]3)[C:11]3[N:18]=[C:19]([S:22][CH3:23])[N:20]=[CH:21][C:10]=3[C:9]2=[O:24])[CH:5]=[CH:6][CH:7]=1.B1(B2OC(C)(C)C(C)(C)O2)OC(C)(C)C(C)(C)O1.C([O-])(=O)C.[K+].[Cl:48][C:49]1[CH:54]=[C:53](I)[CH:52]=[CH:51][N:50]=1.C(=O)([O-])[O-].[Na+].[Na+], predict the reaction product. The product is: [Cl:48][C:49]1[CH:54]=[C:53]([C:2]2[CH:3]=[C:4]([N:8]3[CH2:17][CH:16]4[N:12]([CH2:13][CH2:14][CH2:15]4)[C:11]4[N:18]=[C:19]([S:22][CH3:23])[N:20]=[CH:21][C:10]=4[C:9]3=[O:24])[CH:5]=[CH:6][CH:7]=2)[CH:52]=[CH:51][N:50]=1. (3) Given the reactants C(NC(C)C)(C)C.[O:8]1CCCC1.C([Li])CCC.[Si:18]([O:25][CH:26]1[CH2:31][CH2:30][C:29]([C:37]#[CH:38])([O:32][Si:33]([CH3:36])([CH3:35])[CH3:34])[CH2:28][CH2:27]1)([C:21]([CH3:24])([CH3:23])[CH3:22])([CH3:20])[CH3:19].CON(C)[C:42]([C:44]1[CH:45]=[CH:46][C:47]2[N:48]([N:50]=[CH:51][N:52]=2)[CH:49]=1)=O, predict the reaction product. The product is: [N:52]1[CH:51]=[N:50][N:48]2[CH:49]=[C:44]([C:42]#[C:38][C:37]([C:29]3([O:32][Si:33]([CH3:36])([CH3:34])[CH3:35])[CH2:28][CH2:27][CH:26]([O:25][Si:18]([C:21]([CH3:24])([CH3:23])[CH3:22])([CH3:19])[CH3:20])[CH2:31][CH2:30]3)=[O:8])[CH:45]=[CH:46][C:47]=12. (4) Given the reactants [CH3:1][O:2][C:3]1[CH:4]=[C:5]([CH:23]=[CH:24][C:25]=1[O:26][CH2:27][C:28]1[N:29]=[C:30]([C:34]2[CH:39]=[CH:38][CH:37]=[CH:36][CH:35]=2)[O:31][C:32]=1[CH3:33])[CH2:6][O:7][C:8]1[CH:12]=[C:11]([C:13](OC)=[O:14])[N:10]([C:17]2[CH:22]=[CH:21][CH:20]=[CH:19][CH:18]=2)[N:9]=1.[H-].[Al+3].[Li+].[H-].[H-].[H-].O.O.O.O.O.O.O.O.O.O.S([O-])([O-])(=O)=O.[Na+].[Na+], predict the reaction product. The product is: [CH3:1][O:2][C:3]1[CH:4]=[C:5]([CH:23]=[CH:24][C:25]=1[O:26][CH2:27][C:28]1[N:29]=[C:30]([C:34]2[CH:39]=[CH:38][CH:37]=[CH:36][CH:35]=2)[O:31][C:32]=1[CH3:33])[CH2:6][O:7][C:8]1[CH:12]=[C:11]([CH2:13][OH:14])[N:10]([C:17]2[CH:18]=[CH:19][CH:20]=[CH:21][CH:22]=2)[N:9]=1.